Predict the reactants needed to synthesize the given product. From a dataset of Full USPTO retrosynthesis dataset with 1.9M reactions from patents (1976-2016). (1) Given the product [C:1]([NH:5][CH2:6][C:7]1[C:8]([F:30])=[C:9]([CH:14]([O:27][CH2:28][CH3:29])[C:15]([NH:17][CH2:18][C:19]2[CH:24]=[CH:23][C:22]([C:25]#[N:26])=[CH:21][CH:20]=2)=[O:16])[C:10]([F:13])=[CH:11][CH:12]=1)(=[O:3])[CH3:2], predict the reactants needed to synthesize it. The reactants are: [C:1](O)(=[O:3])[CH3:2].[NH2:5][CH2:6][C:7]1[C:8]([F:30])=[C:9]([CH:14]([O:27][CH2:28][CH3:29])[C:15]([NH:17][CH2:18][C:19]2[CH:24]=[CH:23][C:22]([C:25]#[N:26])=[CH:21][CH:20]=2)=[O:16])[C:10]([F:13])=[CH:11][CH:12]=1.C(Cl)(=O)C. (2) Given the product [Cl:1][C:2]1[C:3]([O:12][C:13]2[CH:18]=[C:17]([O:19][CH2:20][CH2:21][O:22][CH3:23])[CH:16]=[CH:15][C:14]=2[CH2:24][C:25]([CH3:31])([CH3:30])[C:26]([OH:28])=[O:27])=[N:4][CH:5]=[C:6]([C:8]([F:9])([F:11])[F:10])[CH:7]=1, predict the reactants needed to synthesize it. The reactants are: [Cl:1][C:2]1[C:3]([O:12][C:13]2[CH:18]=[C:17]([O:19][CH2:20][CH2:21][O:22][CH3:23])[CH:16]=[CH:15][C:14]=2[CH2:24][C:25]([CH3:31])([CH3:30])[C:26]([O:28]C)=[O:27])=[N:4][CH:5]=[C:6]([C:8]([F:11])([F:10])[F:9])[CH:7]=1.S(=O)(=O)(O)O.C(O)(=O)C.O. (3) The reactants are: Br[C:2]1[N:7]=[C:6]2[N:8]([CH3:20])[C:9]([C:11]3[CH:16]=[CH:15][CH:14]=[CH:13][C:12]=3[S:17][CH2:18][CH3:19])=[N:10][C:5]2=[CH:4][CH:3]=1.C(CC(=O)C)(=O)C.C(=O)([O-])[O-].[Cs+].[Cs+].[NH3:34].[Cl-].[NH4+]. Given the product [NH2:34][C:3]1[CH:4]=[C:5]2[N:10]=[C:9]([C:11]3[CH:16]=[CH:15][CH:14]=[CH:13][C:12]=3[S:17][CH2:18][CH3:19])[N:8]([CH3:20])[C:6]2=[N:7][CH:2]=1, predict the reactants needed to synthesize it. (4) Given the product [OH:2][C:3]1[CH:4]=[C:5]2[C:9](=[CH:10][CH:11]=1)[NH:8][C:7]([C:12]([F:15])([F:13])[F:14])=[CH:6]2, predict the reactants needed to synthesize it. The reactants are: C[O:2][C:3]1[CH:4]=[C:5]2[C:9](=[CH:10][CH:11]=1)[NH:8][C:7]([C:12]([F:15])([F:14])[F:13])=[CH:6]2.B(Br)(Br)Br.C(=O)([O-])O.[Na+]. (5) Given the product [O:19]=[C:18]1[C:17]2[C:20]([C:25]([OH:27])=[O:26])=[CH:21][CH:22]=[CH:23][C:16]=2[CH2:15][N:14]1[CH:11]1[CH2:10][CH2:9][NH:8][CH2:13][CH2:12]1, predict the reactants needed to synthesize it. The reactants are: C(OC([N:8]1[CH2:13][CH2:12][CH:11]([N:14]2[C:18](=[O:19])[CH:17]3[CH:20]([C:25]([OH:27])=[O:26])[CH:21]4O[C:16]3([CH:23]=[CH:22]4)[CH2:15]2)[CH2:10][CH2:9]1)=O)(C)(C)C.